This data is from Reaction yield outcomes from USPTO patents with 853,638 reactions. The task is: Predict the reaction yield, written as a fraction of the theoretical maximum amount of product (1.0 means a 100% yield; for example, 0.34 means a 34% yield). (1) The reactants are C[O:2][C:3](=[O:31])[C:4]([NH:7][C:8]([C:10]1[CH:19]=[CH:18][C:17]2[C:12](=[CH:13][CH:14]=[CH:15][CH:16]=2)[C:11]=1/[CH:20]=[CH:21]/[C:22]1[CH:27]=[CH:26][C:25]([CH:28]([CH3:30])[CH3:29])=[CH:24][CH:23]=1)=[O:9])([CH3:6])[CH3:5].O.O[Li].O. The catalyst is CO. The product is [CH:28]([C:25]1[CH:24]=[CH:23][C:22](/[CH:21]=[CH:20]/[C:11]2[C:12]3[C:17](=[CH:16][CH:15]=[CH:14][CH:13]=3)[CH:18]=[CH:19][C:10]=2[C:8]([NH:7][C:4]([CH3:6])([CH3:5])[C:3]([OH:31])=[O:2])=[O:9])=[CH:27][CH:26]=1)([CH3:30])[CH3:29]. The yield is 0.420. (2) The reactants are [OH-:1].[K+].[N+:3]([C:6]1[CH:16]=[CH:15][CH:14]=[C:8]2[C:9]([NH:11][C:12](=[O:13])[C:7]=12)=[O:10])([O-:5])=[O:4].Cl. The catalyst is O. The product is [N+:3]([C:6]1[CH:16]=[CH:15][CH:14]=[C:8]([C:9]([OH:1])=[O:10])[C:7]=1[C:12]([NH2:11])=[O:13])([O-:5])=[O:4]. The yield is 0.900. (3) The reactants are Cl([O-])=[O:2].[Na+].C(O)(=[O:7])C.[C:9]([O:17][CH2:18][CH3:19])(=[O:16])[CH2:10][C:11]([O:13][CH2:14][CH3:15])=[O:12]. The catalyst is C(OCC)(=O)C. The product is [OH2:2].[O:7]=[C:10]([C:11]([O:13][CH2:14][CH3:15])=[O:12])[C:9]([O:17][CH2:18][CH3:19])=[O:16]. The yield is 0.970. (4) The reactants are C([O:4][CH2:5][CH2:6][C:7]([F:21])([F:20])[CH2:8][N:9]1[C:13](=[O:14])[C:12]2=[CH:15][CH:16]=[CH:17][CH:18]=[C:11]2[C:10]1=[O:19])(=O)C.CC(C[AlH]CC(C)C)C.[NH4+].[Cl-].[O-]S([O-])(=O)=O.[Mg+2]. The catalyst is C1COCC1.C(OCC)C. The product is [F:21][C:7]([F:20])([CH2:6][CH2:5][OH:4])[CH2:8][N:9]1[C:13](=[O:14])[C:12]2=[CH:15][CH:16]=[CH:17][CH:18]=[C:11]2[C:10]1=[O:19]. The yield is 0.450. (5) The reactants are [OH-:1].[Na+:2].[CH:3]1[N:7]=[CH:6][N:5]([CH2:8][C:9]([P:15]([OH:18])([OH:17])=[O:16])([P:11]([OH:14])([OH:13])=[O:12])[OH:10])[CH:4]=1.CN(C=[O:23])C. The product is [CH:3]1[N:7]=[CH:6][N:5]([CH2:8][C:9]([P:11]([O-:14])([OH:13])=[O:12])([P:15]([O-:17])([OH:18])=[O:16])[OH:10])[CH:4]=1.[OH2:23].[OH2:1].[OH2:10].[OH2:10].[Na+:2].[Na+:2]. The catalyst is O. The yield is 0.920.